This data is from Experimentally validated miRNA-target interactions with 360,000+ pairs, plus equal number of negative samples. The task is: Binary Classification. Given a miRNA mature sequence and a target amino acid sequence, predict their likelihood of interaction. (1) The miRNA is hsa-miR-4746-3p with sequence AGCGGUGCUCCUGCGGGCCGA. The protein sequence of the target gene is MVAERTHKAAATGARGPGELGAPGTVALVAARAERGARLPSPGSCGLLTLALCSLALSLLAHFRTAELQARVLRLEAERGEQQMETAILGRVNQLLDEKWKLHSRRRREAPKTSPGCNCPPGPPGPTGRPGLPGDKGAIGMPGRVGSPGDAGLSIIGPRGPPGQPGTRGFPGFPGPIGLDGKPGHPGPKGDMGLTGPPGQPGPQGQKGEKGQCGEYPHRECLSSMPAALRSSQIIALKLLPLLNSVRLAPPPVIKRRTFQGEQSQASIQGPPGPPGPPGPSGPLGHPGLPGPMGPPGLPG.... Result: 1 (interaction). (2) The miRNA is hsa-miR-223-5p with sequence CGUGUAUUUGACAAGCUGAGUU. The protein sequence of the target gene is MAQPPPDVEGDDCLPEYHHLFCPDLLQDKVAFITGGGSGIGFRIAEIFMRHGCHTVIVGRSLQKVTTAAKKLVAATGKRCLPLSMDVRVPPEVMTAVDQALQEFGKINILINCAAGNFLCPASALSFNAFKTVVDIDTIGTFNVSSVLYKKFFRDHGGVIVNITATLSMRGQVLQLHAGAAKAAVDAMTRHLAVEWGPQNIRVNSLAPGAISGTEGLRRLRGSNASSKLKHFSNPIPRLGTKTEIAHSVLYLASPLASYVSGIVLVVDGGSWMTFPNGIKQLLEFESFSAKL. Result: 0 (no interaction). (3) The miRNA is hsa-miR-548aq-5p with sequence GAAAGUAAUUGCUGUUUUUGCC. The protein sequence of the target gene is MSLDCTSHIALGAASPAPEETYDHLSEVPVTREQLNHYRNVAQNARSELAATLVKFECAQSELQDLRSKMLSKEVSCQELKAEMESYKENNARKSSLLTSLRDRVQELEEESAALSTSKIRTEITAHAAIKENQELKKKVVELNEKLQKCSKENEENKKQVSKNCRKHEEFLTQLRDCLDPDERNDKASDEDLILKLRDLRKENEFVKGQIVILEETINVHEMEAKASRETIMRLASEVNREQKKAASCTEEKEKLNQDLLSAVEAKEALEREVKIFQERLLAGQQVWDASKQEVSLLKK.... Result: 0 (no interaction). (4) The miRNA is ath-miR156d-5p with sequence UGACAGAAGAGAGUGAGCAC. The protein sequence of the target gene is MGKKRTKGKTVPIDDSSETLEPVCRHIRKGLEQGNLKKALVNVEWNICQDCKTDNKVKDKAEEETEEKPSVWLCLKCGHQGCGRNSQEQHALKHYLTPRSEPHCLVLSLDNWSVWCYVCDNEVQYCSSNQLGQVVDYVRKQASITTPKPAEKDNGNIELENKKLEKESKNEQEREKKENMAKENPPMNSPCQITVKGLSNLGNTCFFNAVMQNLSQTPVLRELLKEVKMSGTIVKIEPPDLALTEPLEINLEPPGPLTLAMSQFLNEMQETKKGVVTPKELFSQVCKKAVRFKGYQQQDS.... Result: 0 (no interaction). (5) The miRNA is ath-miR159a with sequence UUUGGAUUGAAGGGAGCUCUA. The protein sequence of the target gene is MSLLSAIDTSAASVYQPAQLLNWVYLSLQDTHQASAFDAFRPEPTAGAAPPELAFGKGRPEQLGSPLHSSYLNSFFQLQRGEALSNSVYKGASPYGSLNNIADGLSSLTEHFSDLTLTSEARKPSKRPPPNYLCHLCFNKGHYIKDCPQARPKGEGLTPYQGKKRCFGEYKCPKCKRKWMSGNSWANMGQECIKCHINVYPHKQRPLEKPDGLDVSDQSKEHPQHLCEKCKVLGYYCRRVQ. Result: 0 (no interaction).